This data is from NCI-60 drug combinations with 297,098 pairs across 59 cell lines. The task is: Regression. Given two drug SMILES strings and cell line genomic features, predict the synergy score measuring deviation from expected non-interaction effect. (1) Drug 1: C1CC(=O)NC(=O)C1N2C(=O)C3=CC=CC=C3C2=O. Drug 2: CN(C(=O)NC(C=O)C(C(C(CO)O)O)O)N=O. Cell line: HCT116. Synergy scores: CSS=-21.4, Synergy_ZIP=-8.42, Synergy_Bliss=-41.6, Synergy_Loewe=-42.4, Synergy_HSA=-50.2. (2) Drug 1: C1CC(=O)NC(=O)C1N2CC3=C(C2=O)C=CC=C3N. Drug 2: COC1=C2C(=CC3=C1OC=C3)C=CC(=O)O2. Cell line: MDA-MB-231. Synergy scores: CSS=4.23, Synergy_ZIP=-1.45, Synergy_Bliss=-2.17, Synergy_Loewe=-1.01, Synergy_HSA=-1.01. (3) Drug 1: CN(C(=O)NC(C=O)C(C(C(CO)O)O)O)N=O. Drug 2: CC1C(C(CC(O1)OC2CC(CC3=C2C(=C4C(=C3O)C(=O)C5=C(C4=O)C(=CC=C5)OC)O)(C(=O)CO)O)N)O.Cl. Cell line: SN12C. Synergy scores: CSS=37.2, Synergy_ZIP=-4.27, Synergy_Bliss=-8.70, Synergy_Loewe=-7.92, Synergy_HSA=-6.43. (4) Drug 1: CCCS(=O)(=O)NC1=C(C(=C(C=C1)F)C(=O)C2=CNC3=C2C=C(C=N3)C4=CC=C(C=C4)Cl)F. Drug 2: B(C(CC(C)C)NC(=O)C(CC1=CC=CC=C1)NC(=O)C2=NC=CN=C2)(O)O. Cell line: 786-0. Synergy scores: CSS=5.97, Synergy_ZIP=-1.65, Synergy_Bliss=1.16, Synergy_Loewe=1.75, Synergy_HSA=1.73. (5) Cell line: A549. Synergy scores: CSS=0.160, Synergy_ZIP=0.348, Synergy_Bliss=-2.84, Synergy_Loewe=-0.678, Synergy_HSA=-4.61. Drug 1: C(=O)(N)NO. Drug 2: COC1=NC(=NC2=C1N=CN2C3C(C(C(O3)CO)O)O)N. (6) Drug 1: CC12CCC3C(C1CCC2=O)CC(=C)C4=CC(=O)C=CC34C. Drug 2: C1=CN(C(=O)N=C1N)C2C(C(C(O2)CO)O)O.Cl. Cell line: NCI-H522. Synergy scores: CSS=43.7, Synergy_ZIP=-5.35, Synergy_Bliss=-2.04, Synergy_Loewe=-9.62, Synergy_HSA=0.318.